From a dataset of Reaction yield outcomes from USPTO patents with 853,638 reactions. Predict the reaction yield, written as a fraction of the theoretical maximum amount of product (1.0 means a 100% yield; for example, 0.34 means a 34% yield). The reactants are [CH3:1][C@@H:2]1[CH2:7][N:6]([C:8]2[C:21]([CH:22]=O)=[CH:20][C:11]3[C:12]([C:15]4[O:16][CH:17]=[CH:18][CH:19]=4)=[N:13][O:14][C:10]=3[C:9]=2[F:24])[CH2:5][C@H:4]([CH3:25])[O:3]1.[NH:26]1[C:31](=[O:32])[CH2:30][C:29](=[O:33])[NH:28][C:27]1=[O:34]. The catalyst is C(O)(C)C. The product is [F:24][C:9]1[C:10]2[O:14][N:13]=[C:12]([C:15]3[O:16][CH:17]=[CH:18][CH:19]=3)[C:11]=2[CH:20]=[C:21]2[C:8]=1[N:6]1[CH2:7][C@@H:2]([CH3:1])[O:3][C@@H:4]([CH3:25])[C@@H:5]1[C:30]1([C:29](=[O:33])[NH:28][C:27](=[O:34])[NH:26][C:31]1=[O:32])[CH2:22]2. The yield is 0.850.